From a dataset of Forward reaction prediction with 1.9M reactions from USPTO patents (1976-2016). Predict the product of the given reaction. Given the reactants [F:1][C:2]([F:28])([F:27])[O:3][C:4]1[CH:5]=[C:6]([C:10]2[C:14]3[CH:15]=[C:16]([C:19]4[O:23][C:22]([C@@H:24]([OH:26])[CH3:25])=[N:21][N:20]=4)[CH:17]=[CH:18][C:13]=3[O:12][CH:11]=2)[CH:7]=[CH:8][CH:9]=1.[C:29](O)(=[O:31])[CH3:30].C1(P(C2C=CC=CC=2)C2C=CC=CC=2)C=CC=CC=1.N(C(OCC)=O)=NC(OCC)=O.C1(C)C=CC=CC=1, predict the reaction product. The product is: [C:29]([O:26][C@@H:24]([C:22]1[O:23][C:19]([C:16]2[CH:17]=[CH:18][C:13]3[O:12][CH:11]=[C:10]([C:6]4[CH:7]=[CH:8][CH:9]=[C:4]([O:3][C:2]([F:27])([F:1])[F:28])[CH:5]=4)[C:14]=3[CH:15]=2)=[N:20][N:21]=1)[CH3:25])(=[O:31])[CH3:30].